This data is from Catalyst prediction with 721,799 reactions and 888 catalyst types from USPTO. The task is: Predict which catalyst facilitates the given reaction. (1) Product: [ClH:82].[CH2:21]([N:11]1[C:12]2[C:17](=[CH:16][CH:15]=[C:14]([C:18]([NH:58][C@@H:59]([CH2:73][C:74]3[CH:75]=[C:76]([F:81])[CH:77]=[C:78]([F:80])[CH:79]=3)[C@H:60]([OH:72])[CH2:61][NH:62][CH2:63][C:64]3[CH:69]=[CH:68][CH:67]=[C:66]([CH2:70][CH3:71])[CH:65]=3)=[O:20])[CH:13]=2)[NH:8][CH2:9][CH2:10]1)[CH2:22][CH2:23][CH3:24]. Reactant: C(OC([N:8]1[C:17]2[C:12](=[CH:13][C:14]([C:18]([OH:20])=O)=[CH:15][CH:16]=2)[N:11]([CH2:21][CH2:22][CH2:23][CH3:24])[CH2:10][CH2:9]1)=O)(C)(C)C.CN(C(ON1N=NC2C=CC=CC1=2)=[N+](C)C)C.F[P-](F)(F)(F)(F)F.C(N(C(C)C)CC)(C)C.[NH2:58][C@@H:59]([CH2:73][C:74]1[CH:79]=[C:78]([F:80])[CH:77]=[C:76]([F:81])[CH:75]=1)[C@H:60]([OH:72])[CH2:61][NH:62][CH2:63][C:64]1[CH:69]=[CH:68][CH:67]=[C:66]([CH2:70][CH3:71])[CH:65]=1.[ClH:82]. The catalyst class is: 61. (2) Reactant: [C:1]12([CH2:11][NH:12][C:13](=[O:26])[C:14]3[C:19]([Br:20])=[CH:18][N:17]=[C:16]([O:21][CH2:22][C@@H:23]4[CH2:25][O:24]4)[CH:15]=3)[CH2:10][CH:5]3[CH2:6][CH:7]([CH2:9][CH:3]([CH2:4]3)[CH2:2]1)[CH2:8]2.[CH3:27][NH2:28]. Product: [C:1]12([CH2:11][NH:12][C:13](=[O:26])[C:14]3[C:19]([Br:20])=[CH:18][N:17]=[C:16]([O:21][CH2:22][C@@H:23]([OH:24])[CH2:25][NH:28][CH3:27])[CH:15]=3)[CH2:10][CH:5]3[CH2:6][CH:7]([CH2:9][CH:3]([CH2:4]3)[CH2:2]1)[CH2:8]2. The catalyst class is: 12. (3) Reactant: Br[CH2:2][C:3]([C:5]1[CH:15]=[CH:14][CH:13]=[CH:12][C:6]=1[C:7]([O:9][CH2:10][CH3:11])=[O:8])=O.[S:16]1[CH:20]=[CH:19][N:18]=[C:17]1[NH2:21]. Product: [S:16]1[CH:20]=[CH:19][N:18]2[CH:2]=[C:3]([C:5]3[CH:15]=[CH:14][CH:13]=[CH:12][C:6]=3[C:7]([O:9][CH2:10][CH3:11])=[O:8])[N:21]=[C:17]12. The catalyst class is: 88. (4) Reactant: [CH:1]1([C:6]2[CH:18]=[CH:17][C:9]([C:10]([O:12]C(C)(C)C)=[O:11])=[C:8]([NH:19][C:20]3[CH:25]=[CH:24][C:23]([F:26])=[CH:22][CH:21]=3)[CH:7]=2)[CH2:5][CH2:4][CH:3]=[CH:2]1. Product: [CH:1]1([C:6]2[CH:18]=[CH:17][C:9]([C:10]([OH:12])=[O:11])=[C:8]([NH:19][C:20]3[CH:25]=[CH:24][C:23]([F:26])=[CH:22][CH:21]=3)[CH:7]=2)[CH2:5][CH2:4][CH:3]=[CH:2]1. The catalyst class is: 55.